This data is from Full USPTO retrosynthesis dataset with 1.9M reactions from patents (1976-2016). The task is: Predict the reactants needed to synthesize the given product. Given the product [CH:1]1([C:4]2([C:14]3[C:22]4[C:17](=[C:18]([CH2:23][S:24]([CH3:25])=[O:37])[CH:19]=[CH:20][CH:21]=4)[NH:16][CH:15]=3)[C:12]3[C:7](=[CH:8][C:9]([F:13])=[CH:10][CH:11]=3)[CH2:6][CH2:5]2)[CH2:3][CH2:2]1, predict the reactants needed to synthesize it. The reactants are: [CH:1]1([C:4]2([C:14]3[C:22]4[C:17](=[C:18]([CH2:23][S:24][CH3:25])[CH:19]=[CH:20][CH:21]=4)[NH:16][CH:15]=3)[C:12]3[C:7](=[CH:8][C:9]([F:13])=[CH:10][CH:11]=3)[CH2:6][CH2:5]2)[CH2:3][CH2:2]1.ClCCl.ClC1C=CC=C(C(OO)=[O:37])C=1.